This data is from Catalyst prediction with 721,799 reactions and 888 catalyst types from USPTO. The task is: Predict which catalyst facilitates the given reaction. (1) Reactant: [Br:1][C:2]1[CH:7]=[CH:6][CH:5]=[C:4]([F:8])[C:3]=1[C:9]1(O)[CH2:14][CH2:13][CH2:12][CH2:11][CH2:10]1.[OH-].COC(NS([N+](CC)(CC)CC)(=O)=O)=O.CC[N+](S(N=C(OC)[O-])(=O)=O)(CC)CC. Product: [Br:1][C:2]1[CH:7]=[CH:6][CH:5]=[C:4]([F:8])[C:3]=1[C:9]1[CH2:14][CH2:13][CH2:12][CH2:11][CH:10]=1. The catalyst class is: 11. (2) Product: [Cl:18][C:13]1[CH:14]=[CH:15][CH:16]=[CH:17][C:12]=1[CH2:11][N:8]1[C:6]2[N:7]=[C:2]([N:20]3[CH2:25][CH2:24][CH2:23][CH2:22][CH2:21]3)[N:3]=[C:4]([N:20]3[CH2:25][CH2:24][CH2:23][CH2:22][CH2:21]3)[C:5]=2[N:10]=[N:9]1. The catalyst class is: 22. Reactant: Cl[C:2]1[N:3]=[C:4](Cl)[C:5]2[N:10]=[N:9][N:8]([CH2:11][C:12]3[CH:17]=[CH:16][CH:15]=[CH:14][C:13]=3[Cl:18])[C:6]=2[N:7]=1.[NH:20]1[CH2:25][CH2:24][CH2:23][CH2:22][CH2:21]1. (3) Reactant: [NH:1]1[CH2:6][CH2:5][O:4][CH2:3][CH2:2]1.[CH2:7]([O:14][N:15]1[C:24](=[O:25])[C:23]2[C:18](=[CH:19][C:20](F)=[C:21]([F:26])[CH:22]=2)[N:17]([CH2:28][CH3:29])[C:16]1=[O:30])[C:8]1[CH:13]=[CH:12][CH:11]=[CH:10][CH:9]=1.C(N(CC)CC)C. Product: [CH2:7]([O:14][N:15]1[C:24](=[O:25])[C:23]2[C:18](=[CH:19][C:20]([N:1]3[CH2:6][CH2:5][O:4][CH2:3][CH2:2]3)=[C:21]([F:26])[CH:22]=2)[N:17]([CH2:28][CH3:29])[C:16]1=[O:30])[C:8]1[CH:13]=[CH:12][CH:11]=[CH:10][CH:9]=1. The catalyst class is: 10. (4) Reactant: [Cl:1][C:2]1[CH:3]=[CH:4][C:5]2[N:6]([C:8]([CH3:15])=[C:9]([C:11]([O:13]C)=[O:12])[N:10]=2)[CH:7]=1.[OH-].[K+].Cl. Product: [Cl:1][C:2]1[CH:3]=[CH:4][C:5]2[N:6]([C:8]([CH3:15])=[C:9]([C:11]([OH:13])=[O:12])[N:10]=2)[CH:7]=1. The catalyst class is: 5. (5) Reactant: [F:1][C:2]1[CH:3]=[C:4]([CH:14]([NH:16][C:17]([C:19]2[N:20]=[C:21](Cl)[O:22][CH:23]=2)=[O:18])[CH3:15])[CH:5]=[C:6]([F:13])[C:7]=1[NH:8][S:9]([CH3:12])(=[O:11])=[O:10].C([O-])([O-])=O.[K+].[K+].[C:31]([C:35]1[CH:36]=[C:37]([OH:41])[CH:38]=[CH:39][CH:40]=1)([CH3:34])([CH3:33])[CH3:32].CN(C=O)C. Product: [F:1][C:2]1[CH:3]=[C:4]([CH:14]([NH:16][C:17]([C:19]2[N:20]=[C:21]([O:41][C:37]3[CH:38]=[CH:39][CH:40]=[C:35]([C:31]([CH3:34])([CH3:33])[CH3:32])[CH:36]=3)[O:22][CH:23]=2)=[O:18])[CH3:15])[CH:5]=[C:6]([F:13])[C:7]=1[NH:8][S:9]([CH3:12])(=[O:11])=[O:10]. The catalyst class is: 25. (6) Reactant: [F:1][C:2]1[CH:3]=[C:4]([CH:7]=[CH:8][CH:9]=1)[CH:5]=[O:6].[Cl:10][C:11]1[CH:16]=[CH:15][C:14]([Mg]Br)=[CH:13][CH:12]=1.Cl. Product: [CH3:9][CH2:2][CH2:3][CH:4]([CH3:7])[CH3:5].[Cl:10][C:11]1[CH:16]=[CH:15][C:14]([CH:5]([C:4]2[CH:7]=[CH:8][CH:9]=[C:2]([F:1])[CH:3]=2)[OH:6])=[CH:13][CH:12]=1. The catalyst class is: 1. (7) Product: [F:12][C:10]1[CH:9]=[C:8]2[C:3]([C:4](=[O:20])[NH:5][C:6]([C:13]3[CH:18]=[CH:17][N:16]=[C:15]([CH3:19])[CH:14]=3)=[N:7]2)=[C:2]([O:22][CH3:21])[CH:11]=1. The catalyst class is: 640. Reactant: F[C:2]1[CH:11]=[C:10]([F:12])[CH:9]=[C:8]2[C:3]=1[C:4](=[O:20])[NH:5][C:6]([C:13]1[CH:18]=[CH:17][N:16]=[C:15]([CH3:19])[CH:14]=1)=[N:7]2.[CH3:21][O-:22].[Na+].CO.O. (8) Product: [F:20][C:14]1[CH:15]=[C:16]([F:19])[CH:17]=[CH:18][C:13]=1[CH:12]1[N:8]([C:4]2[CH:3]=[C:2]([C:34]3[CH:33]=[CH:32][CH:31]=[C:30]([S:29][CH3:28])[CH:35]=3)[CH:7]=[CH:6][CH:5]=2)[N:9]=[C:10]([C:21]([F:26])([F:27])[C:22]([F:25])([F:24])[F:23])[CH2:11]1. Reactant: Br[C:2]1[CH:3]=[C:4]([N:8]2[CH:12]([C:13]3[CH:18]=[CH:17][C:16]([F:19])=[CH:15][C:14]=3[F:20])[CH2:11][C:10]([C:21]([F:27])([F:26])[C:22]([F:25])([F:24])[F:23])=[N:9]2)[CH:5]=[CH:6][CH:7]=1.[CH3:28][S:29][C:30]1[CH:31]=[C:32](B(O)O)[CH:33]=[CH:34][CH:35]=1.C(=O)([O-])[O-].[Na+].[Na+].C(O)C. The catalyst class is: 276.